Dataset: Full USPTO retrosynthesis dataset with 1.9M reactions from patents (1976-2016). Task: Predict the reactants needed to synthesize the given product. (1) Given the product [N:1]1[CH:6]=[CH:5][C:4]([C:7]([O:9][CH3:15])=[O:8])=[CH:3][N:2]=1, predict the reactants needed to synthesize it. The reactants are: [N:1]1[CH:6]=[CH:5][C:4]([C:7]([OH:9])=[O:8])=[CH:3][N:2]=1.S(=O)(=O)(O)O.[CH3:15]O. (2) Given the product [C:1]([C:5]1[S:6][C:7]([C:23]([CH3:26])([CH3:25])[CH3:24])=[CH:8][C:9]=1[NH:10][C:11]([NH:13][C:14]1[CH:19]=[CH:18][CH:17]=[CH:16][C:15]=1[NH2:20])=[O:12])([O:3][CH3:4])=[O:2], predict the reactants needed to synthesize it. The reactants are: [C:1]([C:5]1[S:6][C:7]([C:23]([CH3:26])([CH3:25])[CH3:24])=[CH:8][C:9]=1[NH:10][C:11]([NH:13][C:14]1[CH:19]=[CH:18][CH:17]=[CH:16][C:15]=1[N+:20]([O-])=O)=[O:12])([O:3][CH3:4])=[O:2].